From a dataset of Full USPTO retrosynthesis dataset with 1.9M reactions from patents (1976-2016). Predict the reactants needed to synthesize the given product. (1) Given the product [CH3:14][O:15][C:16]1[CH:21]=[CH:20][C:19]([C:2]2[CH:3]=[C:4]3[C:8](=[CH:9][CH:10]=2)[NH:7][C:6]([C:11]([OH:13])=[O:12])=[CH:5]3)=[CH:18][CH:17]=1, predict the reactants needed to synthesize it. The reactants are: Cl[C:2]1[CH:3]=[C:4]2[C:8](=[CH:9][CH:10]=1)[NH:7][C:6]([C:11]([OH:13])=[O:12])=[CH:5]2.[CH3:14][O:15][C:16]1[CH:21]=[CH:20][C:19](B(O)O)=[CH:18][CH:17]=1.C([O-])([O-])=O.[K+].[K+]. (2) Given the product [CH:1]1([CH2:4][O:5][C:6]2[CH:11]=[CH:10][C:9]([S:12]([CH3:15])(=[O:13])=[O:14])=[CH:8][C:7]=2[C:42]2[C:51]3[O:33][CH:48]=[CH:47][C:46]=3[C:45](=[O:56])[N:44]([CH3:57])[CH:43]=2)[CH2:2][CH2:3]1, predict the reactants needed to synthesize it. The reactants are: [CH:1]1([CH2:4][O:5][C:6]2[CH:11]=[CH:10][C:9]([S:12]([CH3:15])(=[O:14])=[O:13])=[CH:8][C:7]=2B2OC(C)(C)C(C)(C)O2)[CH2:3][CH2:2]1.BrC1C=C(S(C)(=O)=[O:33])C=CC=1OCC1CC1.Br[C:42]1[C:51]2[C:46](=[CH:47][CH:48]=C(C(F)(F)F)C=2)[C:45](=[O:56])[N:44]([CH3:57])[CH:43]=1. (3) Given the product [C:1]([O:4][CH:5]([CH2:9][CH2:10][CH:11]([CH3:15])[CH3:12])[C:6](=[O:8])[CH3:7])(=[O:3])[CH3:2], predict the reactants needed to synthesize it. The reactants are: [C:1]([O:4][CH:5]([CH2:9][CH:10]=[CH:11][CH3:12])[C:6](=[O:8])[CH3:7])(=[O:3])[CH3:2].[H][H].[CH2:15](O)C. (4) The reactants are: [C:1](Cl)(=[O:8])[C:2]1[CH:7]=[CH:6][CH:5]=[CH:4][CH:3]=1.[N:10]([C@@H:13]1[C@@H:20]([CH3:21])[O:19][C@H:16]([O:17][CH3:18])[C@@H:15]([OH:22])[C@H:14]1[O:23][CH2:24][C:25]1[CH:30]=[CH:29][CH:28]=[CH:27][CH:26]=1)=[N+:11]=[N-:12].CO. Given the product [N:10]([C@@H:13]1[C@@H:20]([CH3:21])[O:19][C@H:16]([O:17][CH3:18])[C@@H:15]([O:22][C:1](=[O:8])[C:2]2[CH:7]=[CH:6][CH:5]=[CH:4][CH:3]=2)[C@H:14]1[O:23][CH2:24][C:25]1[CH:30]=[CH:29][CH:28]=[CH:27][CH:26]=1)=[N+:11]=[N-:12], predict the reactants needed to synthesize it. (5) Given the product [CH3:1][O:2][C:3]([C@@H:5]1[CH2:10][C@H:9]2[C:11]([CH3:13])([CH3:12])[C@:6]1([CH3:25])[C:7](=[O:24])[C:8]2=[CH:14]/[C:15](/[C:17]1[CH:22]=[CH:21][CH:20]=[CH:19][C:18]=1[F:23])=[N:31]/[NH2:32])=[O:4], predict the reactants needed to synthesize it. The reactants are: [CH3:1][O:2][C:3]([C@@H:5]1[CH2:10][C@H:9]2[C:11]([CH3:13])([CH3:12])[C@:6]1([CH3:25])[C:7](=[O:24])/[C:8]/2=[CH:14]\[C:15]([C:17]1[CH:22]=[CH:21][CH:20]=[CH:19][C:18]=1[F:23])=O)=[O:4].CC(O)=O.O.[NH2:31][NH2:32].